Task: Predict the product of the given reaction.. Dataset: Forward reaction prediction with 1.9M reactions from USPTO patents (1976-2016) (1) Given the reactants Br[C:2]1[N:10]2[C:5]([C:6]3([CH2:19][CH2:18][N:17]([C:20]([O:22][C:23]([CH3:26])([CH3:25])[CH3:24])=[O:21])[CH2:16][CH2:15]3)[O:7][C:8]3[CH:14]=[CH:13][CH:12]=[CH:11][C:9]=32)=[CH:4][CH:3]=1.C(P(C(C)(C)C)C(C)(C)C)(C)(C)C.[CH:40]([O:42]CCCC)=[CH2:41].C1(N(C)C2CCCCC2)CCCCC1.Cl, predict the reaction product. The product is: [C:40]([C:2]1[N:10]2[C:5]([C:6]3([CH2:15][CH2:16][N:17]([C:20]([O:22][C:23]([CH3:25])([CH3:26])[CH3:24])=[O:21])[CH2:18][CH2:19]3)[O:7][C:8]3[CH:14]=[CH:13][CH:12]=[CH:11][C:9]=32)=[CH:4][CH:3]=1)(=[O:42])[CH3:41]. (2) Given the reactants [F:1][C:2]1[CH:9]=[C:8]([F:10])[CH:7]=[CH:6][C:3]=1[CH:4]=O.C(O)(=O)[CH2:12][C:13]([OH:15])=[O:14].N1CCCCC1, predict the reaction product. The product is: [F:1][C:2]1[CH:9]=[C:8]([F:10])[CH:7]=[CH:6][C:3]=1[CH:4]=[CH:12][C:13]([OH:15])=[O:14]. (3) Given the reactants [C:1]([C:3]1[CH:4]=[C:5]([C:13]2[O:17][N:16]=[C:15]([C:18]3[C:28]4[O:27][CH2:26][CH2:25][N:24]([C:29]([O:31][C:32]([CH3:35])([CH3:34])[CH3:33])=[O:30])[CH:23]([CH2:36][CH2:37][CH2:38][C:39]([O:41]CC)=[O:40])[C:22]=4[CH:21]=[CH:20][CH:19]=3)[N:14]=2)[CH:6]=[CH:7][C:8]=1[O:9][CH:10]([CH3:12])[CH3:11])#[N:2].[OH-].[Na+], predict the reaction product. The product is: [C:1]([C:3]1[CH:4]=[C:5]([C:13]2[O:17][N:16]=[C:15]([C:18]3[C:28]4[O:27][CH2:26][CH2:25][N:24]([C:29]([O:31][C:32]([CH3:33])([CH3:34])[CH3:35])=[O:30])[CH:23]([CH2:36][CH2:37][CH2:38][C:39]([OH:41])=[O:40])[C:22]=4[CH:21]=[CH:20][CH:19]=3)[N:14]=2)[CH:6]=[CH:7][C:8]=1[O:9][CH:10]([CH3:12])[CH3:11])#[N:2]. (4) Given the reactants [Br:1]Br.[Cl:3][C:4]1[CH:5]=[CH:6][C:7](/[CH:12]=[CH:13]\[C@@H:14]2[NH:18][C:17](=[O:19])[CH2:16][CH2:15]2)=[N:8][C:9]=1[O:10][CH3:11], predict the reaction product. The product is: [Br:1]/[C:12](/[C:7]1[CH:6]=[CH:5][C:4]([Cl:3])=[C:9]([O:10][CH3:11])[N:8]=1)=[CH:13]\[C@@H:14]1[NH:18][C:17](=[O:19])[CH2:16][CH2:15]1. (5) Given the reactants [Cl:1][C:2]1[CH:7]=[CH:6][C:5]([N:8]2[CH:12]=[CH:11][C:10]([OH:13])=[N:9]2)=[CH:4][CH:3]=1.C(=O)([O-])[O-].[K+].[K+].[I-].[Na+].Cl[CH2:23][C:24](=[O:26])[CH3:25].[Cl-].[Li+], predict the reaction product. The product is: [Cl:1][C:2]1[CH:3]=[CH:4][C:5]([N:8]2[CH:12]=[CH:11][C:10]([O:13][CH2:23][C:24](=[O:26])[CH3:25])=[N:9]2)=[CH:6][CH:7]=1. (6) The product is: [Cl:1][C:2]1[CH:3]=[C:4]([CH:9]2[C:17]3[C:12](=[CH:13][CH:14]=[CH:15][CH:16]=3)[CH:11]([NH2:18])[CH2:10]2)[CH:5]=[C:6]([Cl:8])[CH:7]=1. Given the reactants [Cl:1][C:2]1[CH:3]=[C:4]([CH:9]2[C:17]3[C:12](=[CH:13][CH:14]=[CH:15][CH:16]=3)[C:11](=[N:18]O)[CH2:10]2)[CH:5]=[C:6]([Cl:8])[CH:7]=1, predict the reaction product.